From a dataset of Peptide-MHC class II binding affinity with 134,281 pairs from IEDB. Regression. Given a peptide amino acid sequence and an MHC pseudo amino acid sequence, predict their binding affinity value. This is MHC class II binding data. (1) The peptide sequence is CGGTGKNTIVIPKGD. The MHC is DRB1_1302 with pseudo-sequence DRB1_1302. The binding affinity (normalized) is 0. (2) The peptide sequence is TTFQQKISKYFNS. The MHC is HLA-DPA10301-DPB10402 with pseudo-sequence HLA-DPA10301-DPB10402. The binding affinity (normalized) is 0.130. (3) The peptide sequence is DEARRMWASAQNISG. The MHC is HLA-DPA10201-DPB11401 with pseudo-sequence HLA-DPA10201-DPB11401. The binding affinity (normalized) is 0.710. (4) The peptide sequence is EFYLNPDQSGEFMFD. The MHC is DRB3_0202 with pseudo-sequence DRB3_0202. The binding affinity (normalized) is 0.519. (5) The peptide sequence is KIPSLIKTLQNKLCS. The MHC is DRB1_0101 with pseudo-sequence DRB1_0101. The binding affinity (normalized) is 0.696. (6) The peptide sequence is EKKYFAATQFEPRAA. The MHC is HLA-DQA10301-DQB10302 with pseudo-sequence HLA-DQA10301-DQB10302. The binding affinity (normalized) is 0.396. (7) The peptide sequence is CIIHRGKPFQLEAV. The MHC is HLA-DQA10501-DQB10201 with pseudo-sequence HLA-DQA10501-DQB10201. The binding affinity (normalized) is 0.247. (8) The peptide sequence is EIKSTKPEASSGEPVVVHIT. The MHC is HLA-DQA10102-DQB10602 with pseudo-sequence HLA-DQA10102-DQB10602. The binding affinity (normalized) is 0.420.